This data is from Catalyst prediction with 721,799 reactions and 888 catalyst types from USPTO. The task is: Predict which catalyst facilitates the given reaction. (1) Reactant: [C:1]([O:10][CH3:11])(=[O:9])[C:2]1[C:3](=[CH:5][CH:6]=[CH:7][CH:8]=1)[OH:4].C(=O)([O-])[O-].[K+].[K+].Br[CH:19]([CH2:24][CH2:25][CH2:26][CH3:27])[C:20]([O:22][CH3:23])=[O:21]. The catalyst class is: 10. Product: [CH3:23][O:22][C:20]([CH:19]([O:4][C:3]1[CH:5]=[CH:6][CH:7]=[CH:8][C:2]=1[C:1]([O:10][CH3:11])=[O:9])[CH2:24][CH2:25][CH2:26][CH3:27])=[O:21]. (2) Reactant: [C:1]([C:3]1[CH:4]=[CH:5][C:6]([C@@H:13]2[C:18]([C:19]#[N:20])=[C:17]([CH3:21])[N:16]([C:22]3[CH:27]=[CH:26][CH:25]=[C:24]([C:28]([F:31])([F:30])[F:29])[CH:23]=3)[C:15](=[O:32])[N:14]2[CH3:33])=[C:7]([S:9](Cl)(=[O:11])=[O:10])[CH:8]=1)#[N:2].[CH2:34]([CH2:36][NH2:37])[OH:35].C(N(CC)CC)C. Product: [C:1]([C:3]1[CH:4]=[CH:5][C:6]([C@@H:13]2[C:18]([C:19]#[N:20])=[C:17]([CH3:21])[N:16]([C:22]3[CH:27]=[CH:26][CH:25]=[C:24]([C:28]([F:31])([F:30])[F:29])[CH:23]=3)[C:15](=[O:32])[N:14]2[CH3:33])=[C:7]([S:9]([NH:37][CH2:36][CH2:34][OH:35])(=[O:11])=[O:10])[CH:8]=1)#[N:2]. The catalyst class is: 1. (3) Reactant: [Cl:1][C:2]1[N:3]([CH2:15][CH2:16][NH:17][C:18](=O)OC(C)(C)C)[CH:4]=[C:5]([C:13]#[N:14])[C:6]=1[C:7]1[CH:12]=[CH:11][CH:10]=[CH:9][CH:8]=1.Cl.C=O.N. Product: [Cl:1][C:2]1[N:3]2[CH2:15][CH2:16][NH:17][CH2:18][C:4]2=[C:5]([C:13]#[N:14])[C:6]=1[C:7]1[CH:8]=[CH:9][CH:10]=[CH:11][CH:12]=1. The catalyst class is: 8.